Dataset: Reaction yield outcomes from USPTO patents with 853,638 reactions. Task: Predict the reaction yield, written as a fraction of the theoretical maximum amount of product (1.0 means a 100% yield; for example, 0.34 means a 34% yield). The reactants are C(OC1C=CC(N2CCOCC2)=CC=1C(OCC1C=CC=CC=1)=O)C1C=CC=CC=1.C([O:38][C:39]1[CH:47]=[CH:46][C:45]([N:48]2[CH2:53][CH2:52][O:51][CH2:50][CH2:49]2)=[CH:44][C:40]=1[C:41]([NH2:43])=[O:42])C1C=CC=CC=1. No catalyst specified. The product is [OH:38][C:39]1[CH:47]=[CH:46][C:45]([N:48]2[CH2:49][CH2:50][O:51][CH2:52][CH2:53]2)=[CH:44][C:40]=1[C:41]([NH2:43])=[O:42]. The yield is 0.830.